This data is from Reaction yield outcomes from USPTO patents with 853,638 reactions. The task is: Predict the reaction yield, written as a fraction of the theoretical maximum amount of product (1.0 means a 100% yield; for example, 0.34 means a 34% yield). (1) The reactants are [NH2:1][C:2]1[CH:10]=[C:6]([C:7]([OH:9])=[O:8])[C:5]([OH:11])=[CH:4][CH:3]=1.S(=O)(=O)(O)O.[C:17](=O)(O)[O-].[Na+]. The catalyst is CO. The product is [NH2:1][C:2]1[CH:3]=[CH:4][C:5]([OH:11])=[C:6]([CH:10]=1)[C:7]([O:9][CH3:17])=[O:8]. The yield is 0.733. (2) The reactants are [NH:1]1[CH2:7][C:5](=[O:6])[NH:4][C:2]1=[O:3].N1CCCCC1.[CH:14]1([NH:17][C:18]2[N:23]3[N:24]=[CH:25][C:26]([CH:27]=O)=[C:22]3[N:21]=[C:20]([NH:29][C:30]3[CH:35]=[CH:34][CH:33]=[C:32]([F:36])[CH:31]=3)[CH:19]=2)[CH2:16][CH2:15]1. The catalyst is C(O)C.O. The product is [CH:14]1([NH:17][C:18]2[N:23]3[N:24]=[CH:25][C:26](/[CH:27]=[C:7]4/[C:5](=[O:6])[NH:4][C:2](=[O:3])[NH:1]/4)=[C:22]3[N:21]=[C:20]([NH:29][C:30]3[CH:35]=[CH:34][CH:33]=[C:32]([F:36])[CH:31]=3)[CH:19]=2)[CH2:16][CH2:15]1. The yield is 0.100. (3) The reactants are [Cl:1][C:2]1[CH:3]=[C:4]([NH:8][C:9]2[CH:14]=[C:13]([NH:15][C:16]3[CH:17]=[C:18]([CH:26]=[CH:27][CH:28]=3)[C:19]([O:21][C:22]([CH3:25])([CH3:24])[CH3:23])=[O:20])[N:12]3[N:29]=[CH:30][C:31]([CH:32]=O)=[C:11]3[N:10]=2)[CH:5]=[CH:6][CH:7]=1.C(O)C.[NH:37]1[CH2:43][C:41](=[O:42])[NH:40][C:38]1=[O:39].N1CCCCC1. The catalyst is O. The product is [Cl:1][C:2]1[CH:3]=[C:4]([NH:8][C:9]2[CH:14]=[C:13]([NH:15][C:16]3[CH:17]=[C:18]([CH:26]=[CH:27][CH:28]=3)[C:19]([O:21][C:22]([CH3:23])([CH3:25])[CH3:24])=[O:20])[N:12]3[N:29]=[CH:30][C:31]([CH:32]=[C:43]4[C:41](=[O:42])[NH:40][C:38](=[O:39])[NH:37]4)=[C:11]3[N:10]=2)[CH:5]=[CH:6][CH:7]=1. The yield is 0.690. (4) The reactants are [CH3:1][O:2][C:3]1[CH:8]=[CH:7][C:6]([C:9]2[CH:17]=[CH:16][CH:15]=[C:14]3[C:10]=2[CH2:11][C:12](=[O:18])[NH:13]3)=[CH:5][CH:4]=1.[CH3:19][N:20]([CH3:36])[C@@H:21]1[CH2:25][CH2:24][N:23]([C:26]([C:28]2[CH:32]=[C:31]([CH3:33])[NH:30][C:29]=2[CH:34]=O)=[O:27])[CH2:22]1. The catalyst is C(O)C.N1CCCCC1. The product is [CH3:19][N:20]([CH3:36])[C@@H:21]1[CH2:25][CH2:24][N:23]([C:26]([C:28]2[CH:32]=[C:31]([CH3:33])[NH:30][C:29]=2[CH:34]=[C:11]2[C:10]3[C:14](=[CH:15][CH:16]=[CH:17][C:9]=3[C:6]3[CH:7]=[CH:8][C:3]([O:2][CH3:1])=[CH:4][CH:5]=3)[NH:13][C:12]2=[O:18])=[O:27])[CH2:22]1. The yield is 0.810. (5) The reactants are [Br:1]N1C(=O)CCC1=O.C([O:12][C:13]1[CH:22]=[C:21]2[C:16]([C:17](=[O:34])[C:18]([CH3:33])=[C:19]([CH:23]3[CH2:28][CH2:27][N:26]([C:29](=[O:32])[CH2:30][CH3:31])[CH2:25][CH2:24]3)[O:20]2)=[CH:15][CH:14]=1)C=C.O. The catalyst is CN(C)C=O. The product is [Br:1][C:22]1[C:13]([OH:12])=[CH:14][CH:15]=[C:16]2[C:21]=1[O:20][C:19]([CH:23]1[CH2:28][CH2:27][N:26]([C:29](=[O:32])[CH2:30][CH3:31])[CH2:25][CH2:24]1)=[C:18]([CH3:33])[C:17]2=[O:34]. The yield is 0.540.